From a dataset of Catalyst prediction with 721,799 reactions and 888 catalyst types from USPTO. Predict which catalyst facilitates the given reaction. Reactant: [NH2:1][C:2]([CH3:27])([CH3:26])[CH2:3][NH:4][C:5]1[C:14]2[C:9](=[CH:10][CH:11]=[C:12]([O:15][CH2:16][C:17]3[CH:22]=[CH:21][CH:20]=[CH:19][CH:18]=3)[CH:13]=2)[N:8]=[CH:7][C:6]=1[N+:23]([O-:25])=[O:24].[OH-].[Na+].[C:30](O[C:30]([O:32][C:33]([CH3:36])([CH3:35])[CH3:34])=[O:31])([O:32][C:33]([CH3:36])([CH3:35])[CH3:34])=[O:31]. Product: [CH2:16]([O:15][C:12]1[CH:13]=[C:14]2[C:9](=[CH:10][CH:11]=1)[N:8]=[CH:7][C:6]([N+:23]([O-:25])=[O:24])=[C:5]2[NH:4][CH2:3][C:2]([NH:1][C:30](=[O:31])[O:32][C:33]([CH3:36])([CH3:35])[CH3:34])([CH3:27])[CH3:26])[C:17]1[CH:22]=[CH:21][CH:20]=[CH:19][CH:18]=1. The catalyst class is: 1.